From a dataset of Reaction yield outcomes from USPTO patents with 853,638 reactions. Predict the reaction yield, written as a fraction of the theoretical maximum amount of product (1.0 means a 100% yield; for example, 0.34 means a 34% yield). (1) The reactants are [C:12]([O:11][C:9](O[C:9]([O:11][C:12]([CH3:15])([CH3:14])[CH3:13])=[O:10])=[O:10])([CH3:15])([CH3:14])[CH3:13].[NH2:16][C@H:17]1[CH2:22][CH2:21][CH2:20][C@H:19]([OH:23])[CH2:18]1. The catalyst is C1COCC1.[OH-].[Na+].O. The product is [OH:23][C@H:19]1[CH2:20][CH2:21][CH2:22][C@H:17]([NH:16][C:9](=[O:10])[O:11][C:12]([CH3:13])([CH3:14])[CH3:15])[CH2:18]1. The yield is 1.00. (2) The reactants are [CH:1]1([C:4]([NH:6][C:7]2[S:8][CH:9]=[C:10]([C:12]3[CH:19]=[CH:18][C:15]([CH2:16][NH2:17])=[CH:14][CH:13]=3)[N:11]=2)=[O:5])[CH2:3][CH2:2]1.[Cl:20][C:21]1[CH:37]=[CH:36][C:24]2[CH2:25][CH2:26][N:27]([C:30](=[O:35])[C:31]([F:34])([F:33])[F:32])[CH2:28][CH2:29][C:23]=2[C:22]=1OS(C(F)(F)F)(=O)=O.C1C=CC(P(C2C(C3C(P(C4C=CC=CC=4)C4C=CC=CC=4)=CC=C4C=3C=CC=C4)=C3C(C=CC=C3)=CC=2)C2C=CC=CC=2)=CC=1.C(=O)([O-])[O-].[Cs+].[Cs+]. The catalyst is C1(C)C=CC=CC=1.C1C=CC(/C=C/C(/C=C/C2C=CC=CC=2)=O)=CC=1.C1C=CC(/C=C/C(/C=C/C2C=CC=CC=2)=O)=CC=1.C1C=CC(/C=C/C(/C=C/C2C=CC=CC=2)=O)=CC=1.[Pd].[Pd].O1CCOCC1. The product is [Cl:20][C:21]1[CH:37]=[CH:36][C:24]2[CH2:25][CH2:26][N:27]([C:30](=[O:35])[C:31]([F:32])([F:34])[F:33])[CH2:28][CH2:29][C:23]=2[C:22]=1[NH:17][CH2:16][C:15]1[CH:14]=[CH:13][C:12]([C:10]2[N:11]=[C:7]([NH:6][C:4]([CH:1]3[CH2:3][CH2:2]3)=[O:5])[S:8][CH:9]=2)=[CH:19][CH:18]=1. The yield is 0.190.